Dataset: Forward reaction prediction with 1.9M reactions from USPTO patents (1976-2016). Task: Predict the product of the given reaction. (1) Given the reactants C([O:14][C:15]([C:17]1[N:18]2[CH:21]([S:22][CH2:23][C:24]=1[S:25][C:26]1[S:30][N:29]=[N:28][C:27]=1[CH3:31])[C@H:20]([NH:32][C:33](=[O:63])[C:34]([C:56]1[N:57]=[C:58]([NH2:62])[S:59][C:60]=1[Cl:61])=[N:35][O:36]C(C1C=CC=CC=1)(C1C=CC=CC=1)C1C=CC=CC=1)[C:19]2=[O:64])=[O:16])(C1C=CC=CC=1)C1C=CC=CC=1.C([SiH](CC)CC)C.FC(F)(F)C(O)=O, predict the reaction product. The product is: [NH2:62][C:58]1[S:59][C:60]([Cl:61])=[C:56]([C:34](=[N:35][OH:36])[C:33]([NH:32][C@@H:20]2[C:19](=[O:64])[N:18]3[CH:21]2[S:22][CH2:23][C:24]([S:25][C:26]2[S:30][N:29]=[N:28][C:27]=2[CH3:31])=[C:17]3[C:15]([OH:16])=[O:14])=[O:63])[N:57]=1. (2) Given the reactants [OH-].[K+].[CH2:3]([C:6]1[CH:11]=[CH:10][C:9]([C:12]#[C:13][Si](C)(C)C)=[CH:8][CH:7]=1)[CH2:4][CH3:5], predict the reaction product. The product is: [CH2:3]([C:6]1[CH:7]=[CH:8][C:9]([C:12]#[CH:13])=[CH:10][CH:11]=1)[CH2:4][CH3:5].